Task: Predict the reaction yield, written as a fraction of the theoretical maximum amount of product (1.0 means a 100% yield; for example, 0.34 means a 34% yield).. Dataset: Reaction yield outcomes from USPTO patents with 853,638 reactions The reactants are [NH2:1][C:2]1[CH:6]=[C:5]([CH3:7])[NH:4][N:3]=1.[Na].[C:9]([O:16][CH2:17][CH3:18])(=[O:15])[C:10](OCC)=O.[C:19](O)(=[O:21])[CH3:20]. The catalyst is Cl. The product is [CH2:17]([O:16][C:9]([C:10]1[C:6]2[C:5]([CH3:7])=[N:4][NH:3][C:2]=2[N:1]=[C:19]([OH:21])[CH:20]=1)=[O:15])[CH3:18]. The yield is 0.350.